Dataset: Forward reaction prediction with 1.9M reactions from USPTO patents (1976-2016). Task: Predict the product of the given reaction. The product is: [CH3:8][N:7]([CH3:9])[C:6]1[CH:10]=[CH:11][C:3]([CH2:2][NH:1][C:13]2[CH:18]=[C:17]([C:19]3[CH:24]=[CH:23][CH:22]=[C:21]([CH3:25])[C:20]=3[CH3:26])[N:16]=[C:15]([NH2:27])[N:14]=2)=[CH:4][CH:5]=1. Given the reactants [NH2:1][CH2:2][C:3]1[CH:11]=[CH:10][C:6]([N:7]([CH3:9])[CH3:8])=[CH:5][CH:4]=1.Cl[C:13]1[CH:18]=[C:17]([C:19]2[CH:24]=[CH:23][CH:22]=[C:21]([CH3:25])[C:20]=2[CH3:26])[N:16]=[C:15]([NH2:27])[N:14]=1, predict the reaction product.